From a dataset of Full USPTO retrosynthesis dataset with 1.9M reactions from patents (1976-2016). Predict the reactants needed to synthesize the given product. (1) Given the product [CH3:31][CH:30]([CH3:32])[C:29]([NH:28][C:24]1[CH:25]=[CH:26][CH:27]=[C:22]([CH:19]2[CH2:18][CH2:17][N:16]([CH2:15][CH2:14][CH2:13][NH:12][S:8]([C:5]3[CH:6]=[CH:7][C:2]([CH3:1])=[CH:3][CH:4]=3)(=[O:10])=[O:9])[CH2:21][CH2:20]2)[CH:23]=1)=[O:33], predict the reactants needed to synthesize it. The reactants are: [CH3:1][C:2]1[CH:7]=[CH:6][C:5]([S:8](Cl)(=[O:10])=[O:9])=[CH:4][CH:3]=1.[NH2:12][CH2:13][CH2:14][CH2:15][N:16]1[CH2:21][CH2:20][CH:19]([C:22]2[CH:23]=[C:24]([NH:28][C:29](=[O:33])[CH:30]([CH3:32])[CH3:31])[CH:25]=[CH:26][CH:27]=2)[CH2:18][CH2:17]1. (2) The reactants are: [CH2:1]([O:8][C@H:9]([CH3:23])[C@H:10]([NH:15][C:16]([O:18][C:19]([CH3:22])([CH3:21])[CH3:20])=[O:17])[CH2:11][C:12]([OH:14])=O)[C:2]1[CH:7]=[CH:6][CH:5]=[CH:4][CH:3]=1.[CH3:24][C:25]1(C)OC(=O)CC(=O)[O:26]1.Cl.CN(C)CCCN=C=NCC. Given the product [CH2:1]([O:8][C@@H:9]([C@H:10]1[CH2:11][C:12](=[O:14])[CH2:24][C:25](=[O:26])[N:15]1[C:16]([O:18][C:19]([CH3:22])([CH3:21])[CH3:20])=[O:17])[CH3:23])[C:2]1[CH:3]=[CH:4][CH:5]=[CH:6][CH:7]=1, predict the reactants needed to synthesize it. (3) The reactants are: [Cl:1][C:2]1[CH:7]=[CH:6][CH:5]=[C:4]([CH2:8]Br)[N:3]=1.[CH3:10][O:11][CH2:12][CH2:13][NH:14][CH3:15].C(=O)([O-])[O-].[K+].[K+]. Given the product [Cl:1][C:2]1[N:3]=[C:4]([CH2:8][N:14]([CH2:13][CH2:12][O:11][CH3:10])[CH3:15])[CH:5]=[CH:6][CH:7]=1, predict the reactants needed to synthesize it. (4) Given the product [O:19]=[C:17]1[C:16]2[CH:20]=[C:21](/[CH:24]=[CH:25]/[C:26]([NH:28][OH:29])=[O:27])[CH:22]=[CH:23][C:15]=2[O:14][C:10]2([CH2:11][CH2:12][CH2:13][NH:8][CH2:9]2)[NH:18]1, predict the reactants needed to synthesize it. The reactants are: C(OC([N:8]1[CH2:13][CH2:12][CH2:11][C:10]2([NH:18][C:17](=[O:19])[C:16]3[CH:20]=[C:21](/[CH:24]=[CH:25]/[C:26]([NH:28][O:29]C4CCCCO4)=[O:27])[CH:22]=[CH:23][C:15]=3[O:14]2)[CH2:9]1)=O)(C)(C)C.Cl. (5) Given the product [ClH:18].[Cl:18][C:19]1[CH:20]=[CH:21][C:22]([CH2:25][O:26][C:27]2[CH:32]=[CH:31][N:30]([C:2]3[CH:3]=[C:4]4[C:8](=[CH:9][CH:10]=3)[N:7]([CH2:11][CH2:12][N:13]3[CH2:17][CH2:16][CH2:15][CH2:14]3)[N:6]=[CH:5]4)[C:29](=[O:33])[CH:28]=2)=[N:23][CH:24]=1, predict the reactants needed to synthesize it. The reactants are: Br[C:2]1[CH:3]=[C:4]2[C:8](=[CH:9][CH:10]=1)[N:7]([CH2:11][CH2:12][N:13]1[CH2:17][CH2:16][CH2:15][CH2:14]1)[N:6]=[CH:5]2.[Cl:18][C:19]1[CH:20]=[CH:21][C:22]([CH2:25][O:26][C:27]2[CH:32]=[CH:31][NH:30][C:29](=[O:33])[CH:28]=2)=[N:23][CH:24]=1. (6) The reactants are: [C:1]([O:9][CH2:10][C:11]1[S:12][CH:13]=[C:14]([C:16]2[CH:24]=[CH:23][C:19]([C:20](O)=[O:21])=[CH:18][CH:17]=2)[N:15]=1)(=[O:8])[C:2]1[CH:7]=[CH:6][CH:5]=[CH:4][CH:3]=1.C(N1C=CN=C1)(N1C=CN=C1)=O.[BH4-].[Na+].C(=O)([O-])O.[Na+]. Given the product [C:1]([O:9][CH2:10][C:11]1[S:12][CH:13]=[C:14]([C:16]2[CH:17]=[CH:18][C:19]([CH2:20][OH:21])=[CH:23][CH:24]=2)[N:15]=1)(=[O:8])[C:2]1[CH:7]=[CH:6][CH:5]=[CH:4][CH:3]=1, predict the reactants needed to synthesize it. (7) Given the product [CH3:42][N:43]1[CH:47]=[C:46]([S:48]([NH:1][C:2]2[C:3]([O:14][C:15]3[CH:16]=[C:17]([CH:33]=[CH:34][CH:35]=3)[O:18][CH2:19][CH:20]3[CH2:25][CH2:24][N:23]([C:26]([O:28][C:29]([CH3:31])([CH3:32])[CH3:30])=[O:27])[CH2:22][CH2:21]3)=[CH:4][C:5]3[N:9]([CH3:10])[C:8](=[O:11])[N:7]([CH3:12])[C:6]=3[CH:13]=2)(=[O:50])=[O:49])[N:45]=[C:44]1[CH3:52], predict the reactants needed to synthesize it. The reactants are: [NH2:1][C:2]1[C:3]([O:14][C:15]2[CH:16]=[C:17]([CH:33]=[CH:34][CH:35]=2)[O:18][CH2:19][CH:20]2[CH2:25][CH2:24][N:23]([C:26]([O:28][C:29]([CH3:32])([CH3:31])[CH3:30])=[O:27])[CH2:22][CH2:21]2)=[CH:4][C:5]2[N:9]([CH3:10])[C:8](=[O:11])[N:7]([CH3:12])[C:6]=2[CH:13]=1.N1C=CC=CC=1.[CH3:42][N:43]1[CH:47]=[C:46]([S:48](Cl)(=[O:50])=[O:49])[N:45]=[C:44]1[CH3:52].